This data is from Full USPTO retrosynthesis dataset with 1.9M reactions from patents (1976-2016). The task is: Predict the reactants needed to synthesize the given product. (1) Given the product [OH:32][CH2:31][CH2:30][N:29]([CH2:33][CH2:34][OH:35])[C:26]([CH:24]1[CH2:23][CH2:22][C:21]2[C:14]3[C:13]([NH:12][C:4]4[CH:5]=[C:6]5[C:10](=[CH:11][C:3]=4[O:2][CH3:1])[NH:9][N:8]=[CH:7]5)=[N:18][CH:17]=[N:16][C:15]=3[S:19][C:20]=2[CH2:25]1)=[O:27], predict the reactants needed to synthesize it. The reactants are: [CH3:1][O:2][C:3]1[CH:11]=[C:10]2[C:6]([CH:7]=[N:8][NH:9]2)=[CH:5][C:4]=1[NH:12][C:13]1[C:14]2[C:21]3[CH2:22][CH2:23][CH:24]([C:26](O)=[O:27])[CH2:25][C:20]=3[S:19][C:15]=2[N:16]=[CH:17][N:18]=1.[NH:29]([CH2:33][CH2:34][OH:35])[CH2:30][CH2:31][OH:32]. (2) Given the product [CH2:19]([O:21][CH2:22][CH2:23][CH2:24][CH2:25][O:1][C:2]1[CH:3]=[C:4]([CH2:8][NH:9][C:10](=[O:18])[C:11]2[CH:16]=[CH:15][CH:14]=[N:13][C:12]=2[NH2:17])[CH:5]=[CH:6][CH:7]=1)[CH3:20], predict the reactants needed to synthesize it. The reactants are: [OH:1][C:2]1[CH:3]=[C:4]([CH2:8][NH:9][C:10](=[O:18])[C:11]2[CH:16]=[CH:15][CH:14]=[N:13][C:12]=2[NH2:17])[CH:5]=[CH:6][CH:7]=1.[CH2:19]([O:21][CH2:22][CH2:23][CH2:24][CH3:25])[CH3:20].CC1C=CC(S(O)(=O)=O)=CC=1.C(=O)([O-])[O-].[Cs+].[Cs+].CN(C=O)C.